The task is: Predict the reactants needed to synthesize the given product.. This data is from Full USPTO retrosynthesis dataset with 1.9M reactions from patents (1976-2016). (1) Given the product [OH:1][CH2:2][C@H:3]1[C@@H:8]([CH3:9])[CH2:7][CH2:6][CH2:5][N:4]1[CH2:10][CH2:11][C:12]1[NH:13][C:17](=[O:26])[C:18]2[C:19]([CH:25]=1)=[C:20]([CH3:24])[CH:21]=[CH:22][CH:23]=2, predict the reactants needed to synthesize it. The reactants are: [OH:1][CH2:2][C@H:3]1[C@@H:8]([CH3:9])[CH2:7][CH2:6][CH2:5][N:4]1[CH2:10][CH2:11][C:12]#[N:13].C(N(CC)[C:17](=[O:26])[C:18]1[CH:23]=[CH:22][CH:21]=[C:20]([CH3:24])[C:19]=1[CH3:25])C. (2) Given the product [CH2:1]([C:3]1[C:8](=[O:9])[NH:7][C:6]([CH3:10])=[C:5]([C:11]2[O:15][C:14]([C:16]([N:21]3[CH2:22][CH:20]3[CH3:19])=[O:18])=[CH:13][CH:12]=2)[CH:4]=1)[CH3:2], predict the reactants needed to synthesize it. The reactants are: [CH2:1]([C:3]1[C:8](=[O:9])[NH:7][C:6]([CH3:10])=[C:5]([C:11]2[O:15][C:14]([C:16]([OH:18])=O)=[CH:13][CH:12]=2)[CH:4]=1)[CH3:2].[CH3:19][CH:20]1[CH2:22][NH:21]1.